Dataset: Reaction yield outcomes from USPTO patents with 853,638 reactions. Task: Predict the reaction yield, written as a fraction of the theoretical maximum amount of product (1.0 means a 100% yield; for example, 0.34 means a 34% yield). (1) The reactants are C(N(C)C[CH2:6][CH2:7][CH2:8][CH2:9][CH2:10][O:11][C:12]1[CH:13]=[C:14]2[C:19](=[CH:20][CH:21]=1)[NH:18][CH2:17][CH2:16][CH2:15]2)C=C.[Cl:23][C:24]1[CH:29]=[CH:28][C:27]([S:30](Cl)(=[O:32])=[O:31])=[CH:26][CH:25]=1. No catalyst specified. The product is [CH2:17]([N:18]([CH2:6][CH2:7][CH2:8][CH2:9][CH2:10][O:11][C:12]1[CH:13]=[C:14]2[C:19](=[CH:20][CH:21]=1)[N:18]([S:30]([C:27]1[CH:28]=[CH:29][C:24]([Cl:23])=[CH:25][CH:26]=1)(=[O:32])=[O:31])[CH2:17][CH2:16][CH2:15]2)[CH3:19])[CH:16]=[CH2:15]. The yield is 0.700. (2) The reactants are [OH:1][CH2:2][CH2:3][C@@H:4]([NH:32]C(=O)OC(C)(C)C)[C:5]([NH:7][CH2:8][CH:9]1[CH2:14][CH2:13][C:12]2[C:15]3[C:20]([NH:21][C:22]4[CH:23]=[C:24]5[C:28](=[CH:29][CH:30]=4)[NH:27][N:26]=[CH:25]5)=[N:19][CH:18]=[N:17][C:16]=3[S:31][C:11]=2[CH2:10]1)=[O:6].O1CCOCC1.Cl. The catalyst is C(N(CC)CC)C. The product is [NH:27]1[C:28]2[C:24](=[CH:23][C:22]([NH:21][C:20]3[C:15]4[C:12]5[CH2:13][CH2:14][CH:9]([CH2:8][NH:7][C:5](=[O:6])[C@H:4]([CH2:3][CH2:2][OH:1])[NH2:32])[CH2:10][C:11]=5[S:31][C:16]=4[N:17]=[CH:18][N:19]=3)=[CH:30][CH:29]=2)[CH:25]=[N:26]1. The yield is 0.390. (3) The reactants are [NH2:1][C:2]1[CH:3]=[CH:4][C:5]([Cl:21])=[C:6]([C:8]2[C:9](=[O:20])[N:10]([CH3:19])[C:11]3[C:16]([CH:17]=2)=[CH:15][N:14]=[C:13](Cl)[CH:12]=3)[CH:7]=1.[CH3:22][O:23][C:24]1[CH:32]=[CH:31][C:27]([CH2:28]CN)=[CH:26][CH:25]=1.C1CCN2[C:36](=[N:37]CCC2)CC1.O. The catalyst is CN1C(=O)CCC1. The product is [CH3:22][O:23][C:24]1[CH:25]=[CH:26][C:27]([CH2:28][N:37]([CH3:36])[C:13]2[CH:12]=[C:11]3[C:16]([CH:17]=[C:8]([C:6]4[CH:7]=[C:2]([NH2:1])[CH:3]=[CH:4][C:5]=4[Cl:21])[C:9](=[O:20])[N:10]3[CH3:19])=[CH:15][N:14]=2)=[CH:31][CH:32]=1. The yield is 0.950. (4) The reactants are [O:1]=[C:2]1[CH:7]=[CH:6][CH:5]=[CH:4][N:3]1[C:8]1[CH:13]=[CH:12][C:11]([N:14]2[CH2:19][CH2:18][N:17]([CH2:20][CH2:21][C:22]([C:24]3[C:32]4[C:27](=[CH:28][CH:29]=[C:30]([C:33]#[N:34])[CH:31]=4)[NH:26][CH:25]=3)=[O:23])[CH2:16][CH2:15]2)=[CH:10][CH:9]=1.[BH4-].[Na+]. The catalyst is O1CCCC1. The product is [OH:23][CH:22]([C:24]1[C:32]2[C:27](=[CH:28][CH:29]=[C:30]([C:33]#[N:34])[CH:31]=2)[NH:26][CH:25]=1)[CH2:21][CH2:20][N:17]1[CH2:18][CH2:19][N:14]([C:11]2[CH:12]=[CH:13][C:8]([N:3]3[CH:4]=[CH:5][CH:6]=[CH:7][C:2]3=[O:1])=[CH:9][CH:10]=2)[CH2:15][CH2:16]1. The yield is 0.300. (5) The reactants are CO[C:3]1[CH:8]=[CH:7][C:6]([C@@H:9]([N:11]([CH2:22][C:23]2[N:24]=[C:25]3[CH:30]=[CH:29][CH:28]=[C:27]([N:31]4[CH2:36][CH2:35][N:34]([CH3:37])[CH2:33][CH2:32]4)[N:26]3[CH:38]=2)[C@@H:12]2[C:21]3[N:20]=[CH:19][CH:18]=[CH:17][C:16]=3[CH2:15][CH2:14][CH2:13]2)C)=[CH:5][CH:4]=1.[F:39][C:40]([F:50])([F:49])C1C=CC(C=O)=CC=1. No catalyst specified. The product is [CH3:37][N:34]1[CH2:35][CH2:36][N:31]([C:27]2[N:26]3[CH:38]=[C:23]([CH2:22][N:11]([CH2:9][C:6]4[CH:5]=[CH:4][C:3]([C:40]([F:50])([F:49])[F:39])=[CH:8][CH:7]=4)[C@@H:12]4[C:21]5[N:20]=[CH:19][CH:18]=[CH:17][C:16]=5[CH2:15][CH2:14][CH2:13]4)[N:24]=[C:25]3[CH:30]=[CH:29][CH:28]=2)[CH2:32][CH2:33]1. The yield is 0.860. (6) The reactants are C(O[C:6]([NH:8][C@@H:9]([CH2:13][C:14]([CH3:17])([CH3:16])[CH3:15])[C:10]([OH:12])=O)=[O:7])(C)(C)C.C(OC(NC(C(C)(C)C)C(O)=O)=O)(C)(C)C.[NH2:34][C@H:35]1[C:43]2[C:38](=[CH:39][CH:40]=[CH:41][CH:42]=2)[CH2:37][C@H:36]1[OH:44].C(OC(=O)NC(C(=O)NC1C2C(=CC=CC=2)CC1O)C(C)(C)C)(C)(C)C.ClNC(=O)[O-].C([O:78][C:79]([C:81]1([NH:86][C:87]([CH:89]2[CH2:93][CH:92]([O:94][C:95]3[C:104]4[C:99](=[CH:100][C:101]([O:105][CH3:106])=[CH:102][CH:103]=4)[N:98]=[C:97]([C:107]4[CH:112]=[CH:111][CH:110]=[CH:109][CH:108]=4)[CH:96]=3)[CH2:91][N:90]2C(=O)NC(C(=O)NC2C3C(=CC=CC=3)CC2O)C(C)(C)C)=[O:88])[CH2:83][CH:82]1[CH:84]=[CH2:85])=[O:80])C. No catalyst specified. The product is [OH:44][C@@H:36]1[CH2:37][C:38]2[C:43](=[CH:42][CH:41]=[CH:40][CH:39]=2)[C@@H:35]1[NH:34][C:10]([C@@H:9]([NH:8][C:6]([N:90]1[CH2:91][C@H:92]([O:94][C:95]2[C:104]3[C:99](=[CH:100][C:101]([O:105][CH3:106])=[CH:102][CH:103]=3)[N:98]=[C:97]([C:107]3[CH:112]=[CH:111][CH:110]=[CH:109][CH:108]=3)[CH:96]=2)[CH2:93][C@H:89]1[C:87]([NH:86][C@:81]1([C:79]([OH:80])=[O:78])[CH2:83][C@H:82]1[CH:84]=[CH2:85])=[O:88])=[O:7])[CH2:13][C:14]([CH3:15])([CH3:16])[CH3:17])=[O:12]. The yield is 0.300. (7) The reactants are [S:1]1[C:5]2[CH:6]=[CH:7][CH:8]=[CH:9][C:4]=2[N:3]=[C:2]1[C:10](=[C:13](SC)[S:14][CH3:15])[C:11]#[N:12].O.[NH2:19][NH2:20].O. The catalyst is C(O)C. The product is [S:1]1[C:5]2[CH:6]=[CH:7][CH:8]=[CH:9][C:4]=2[N:3]=[C:2]1[C:10]1[C:11]([NH2:12])=[N:19][NH:20][C:13]=1[S:14][CH3:15]. The yield is 0.440.